From a dataset of Full USPTO retrosynthesis dataset with 1.9M reactions from patents (1976-2016). Predict the reactants needed to synthesize the given product. Given the product [NH:15]1[C:19]2[CH:20]=[CH:21][CH:22]=[CH:23][C:18]=2[N:17]=[C:16]1[C@H:24]1[CH2:29][CH2:28][CH2:27][C@@H:26]([NH:30][C:12]([C:9]2[CH:10]=[CH:11][C:2]3[O:1][CH2:7][CH2:6][CH2:5][O:4][C:3]=3[CH:8]=2)=[O:14])[CH2:25]1, predict the reactants needed to synthesize it. The reactants are: [O:1]1[CH2:7][CH2:6][CH2:5][O:4][C:3]2[CH:8]=[C:9]([C:12]([OH:14])=O)[CH:10]=[CH:11][C:2]1=2.[NH:15]1[C:19]2[CH:20]=[CH:21][CH:22]=[CH:23][C:18]=2[N:17]=[C:16]1[C@H:24]1[CH2:29][CH2:28][CH2:27][C@@H:26]([NH2:30])[CH2:25]1.CN(C(ON1N=NC2C=CC=NC1=2)=[N+](C)C)C.F[P-](F)(F)(F)(F)F.C(N(CC)CC)C.